From a dataset of Forward reaction prediction with 1.9M reactions from USPTO patents (1976-2016). Predict the product of the given reaction. (1) Given the reactants [C:1]([NH:5][C:6]1[CH:7]=[C:8]([CH:10]=[CH:11][C:12]=1[O:13][CH3:14])[NH2:9])(=[O:4])[CH2:2][CH3:3].[CH3:15][O:16][C:17]1[CH:18]=[C:19]([S:27](O)(=[O:29])=[O:28])[CH:20]=[C:21]([O:25][CH3:26])[C:22]=1[O:23][CH3:24], predict the reaction product. The product is: [C:1]([NH:5][C:6]1[CH:7]=[C:8]([NH:9][S:27]([C:19]2[CH:18]=[C:17]([O:16][CH3:15])[C:22]([O:23][CH3:24])=[C:21]([O:25][CH3:26])[CH:20]=2)(=[O:29])=[O:28])[CH:10]=[CH:11][C:12]=1[O:13][CH3:14])(=[O:4])[CH2:2][CH3:3]. (2) Given the reactants [F:1][C:2]1[CH:24]=[CH:23][C:5]([O:6][C:7]2[CH:8]=[C:9]3[C:13](=[CH:14][C:15]=2[C:16]([NH2:18])=[O:17])[N:12]([CH2:19][CH:20]([CH3:22])[CH3:21])[N:11]=[CH:10]3)=[CH:4][CH:3]=1.C(N1C=CN=C1)(N1C=CN=C1)=O.[CH2:37]([N:44]1[CH2:49][CH2:48][CH:47](N)[CH2:46][CH2:45]1)[C:38]1[CH:43]=[CH:42][CH:41]=[CH:40][CH:39]=1, predict the reaction product. The product is: [CH2:37]([N:44]1[CH2:49][CH2:48][CH:47]([NH:18][C:16]([C:15]2[CH:14]=[C:13]3[C:9]([CH:10]=[N:11][N:12]3[CH2:19][CH:20]([CH3:22])[CH3:21])=[CH:8][C:7]=2[O:6][C:5]2[CH:23]=[CH:24][C:2]([F:1])=[CH:3][CH:4]=2)=[O:17])[CH2:46][CH2:45]1)[C:38]1[CH:43]=[CH:42][CH:41]=[CH:40][CH:39]=1.